This data is from Peptide-MHC class I binding affinity with 185,985 pairs from IEDB/IMGT. The task is: Regression. Given a peptide amino acid sequence and an MHC pseudo amino acid sequence, predict their binding affinity value. This is MHC class I binding data. (1) The peptide sequence is TIAHINTLI. The MHC is HLA-A33:01 with pseudo-sequence HLA-A33:01. The binding affinity (normalized) is 0.175. (2) The peptide sequence is RAAHRRQSV. The MHC is HLA-B57:01 with pseudo-sequence HLA-B57:01. The binding affinity (normalized) is 0.0847. (3) The peptide sequence is DEFLKVPEW. The MHC is HLA-A02:19 with pseudo-sequence HLA-A02:19. The binding affinity (normalized) is 0.0847. (4) The peptide sequence is LGLRKRSRR. The MHC is HLA-A03:01 with pseudo-sequence HLA-A03:01. The binding affinity (normalized) is 0.185. (5) The peptide sequence is AMALLRLPLV. The MHC is HLA-A02:01 with pseudo-sequence HLA-A02:01. The binding affinity (normalized) is 0.849.